Predict the reaction yield, written as a fraction of the theoretical maximum amount of product (1.0 means a 100% yield; for example, 0.34 means a 34% yield). From a dataset of Reaction yield outcomes from USPTO patents with 853,638 reactions. (1) The reactants are [C:1]1([CH2:7][O:8][C:9]2[CH:10]=[C:11]3[C:15](=[CH:16][CH:17]=2)[N:14]([S:18]([C:21]2[CH:26]=[CH:25][CH:24]=[CH:23][CH:22]=2)(=[O:20])=[O:19])[CH:13]=[CH:12]3)[CH:6]=[CH:5][CH:4]=[CH:3][CH:2]=1.[Li]CCCC.CN([CH:35]=[O:36])C.[NH4+].[Cl-]. The catalyst is C1COCC1. The product is [C:1]1([CH2:7][O:8][C:9]2[CH:10]=[C:11]3[C:15](=[CH:16][CH:17]=2)[N:14]([S:18]([C:21]2[CH:26]=[CH:25][CH:24]=[CH:23][CH:22]=2)(=[O:20])=[O:19])[C:13]([CH:35]=[O:36])=[CH:12]3)[CH:2]=[CH:3][CH:4]=[CH:5][CH:6]=1. The yield is 0.770. (2) The reactants are [C:1]([O:4][CH2:5][CH:6]([C:12]1[CH:17]=[CH:16][C:15]([NH:18][C:19]([C:21]2[N:22](COCC[Si](C)(C)C)[CH:23]=[C:24]([C:26]#[N:27])[N:25]=2)=[O:20])=[C:14]([C:36]2[CH2:41][CH2:40][CH2:39][CH2:38][CH:37]=2)[CH:13]=1)[CH2:7][O:8][C:9](=[O:11])[CH3:10])(=[O:3])[CH3:2].C(O)C.[C:45]([OH:51])([C:47]([F:50])([F:49])[F:48])=[O:46].CCOCC.CCCCCC. The catalyst is C(Cl)Cl. The product is [F:48][C:47]([F:50])([F:49])[C:45]([OH:51])=[O:46].[C:9]([O:8][CH2:7][CH:6]([C:12]1[CH:17]=[CH:16][C:15]([NH:18][C:19]([C:21]2[NH:22][CH:23]=[C:24]([C:26]#[N:27])[N:25]=2)=[O:20])=[C:14]([C:36]2[CH2:41][CH2:40][CH2:39][CH2:38][CH:37]=2)[CH:13]=1)[CH2:5][O:4][C:1](=[O:3])[CH3:2])(=[O:11])[CH3:10]. The yield is 0.570. (3) The reactants are [N:1]1[C:5]2[CH:6]=[CH:7][CH:8]=[CH:9][C:4]=2[NH:3][CH:2]=1.C(N(CC)C(C)C)(C)C.[CH3:19][Si:20]([CH3:27])([CH3:26])[CH2:21][CH2:22][O:23][CH2:24]Cl.CN([CH:31]=[O:32])C. No catalyst specified. The product is [CH3:19][Si:20]([CH3:27])([CH3:26])[CH2:21][CH2:22][O:23][CH2:24][N:1]1[C:5]2[CH:6]=[CH:7][CH:8]=[CH:9][C:4]=2[N:3]=[C:2]1[CH:31]=[O:32]. The yield is 0.760. (4) The reactants are [NH2:1][C@H:2]([C:5]1[N:14]([C:15]2[CH:20]=[CH:19][CH:18]=[CH:17][CH:16]=2)[C:13](=[O:21])[C:12]2[C:7](=[CH:8][CH:9]=[CH:10][C:11]=2[Cl:22])[N:6]=1)[CH2:3][CH3:4].[NH2:23][C:24]1[C:29]([CH:30]=[O:31])=[C:28](Cl)[N:27]=[CH:26][N:25]=1.CCN(C(C)C)C(C)C. The catalyst is CCCCO. The product is [NH2:23][C:24]1[C:29]([CH:30]=[O:31])=[C:28]([NH:1][C@@H:2]([C:5]2[N:14]([C:15]3[CH:16]=[CH:17][CH:18]=[CH:19][CH:20]=3)[C:13](=[O:21])[C:12]3[C:7](=[CH:8][CH:9]=[CH:10][C:11]=3[Cl:22])[N:6]=2)[CH2:3][CH3:4])[N:27]=[CH:26][N:25]=1. The yield is 0.340. (5) The reactants are Cl[C:2]1[CH:3]=[C:4]([CH:6]=[CH:7][C:8]=1[C:9]#[N:10])[NH2:5].[F-].[Cs+].[C:13]1(B(O)O)[CH:18]=[CH:17][CH:16]=[CH:15][CH:14]=1. The catalyst is CN1C(=O)CCC1.CCOC(C)=O.Cl[Pd](Cl)(P(C1CCCCC1)(C1CCCCC1)C1CCCCC1)P(C1CCCCC1)(C1CCCCC1)C1CCCCC1. The product is [C:9]([C:8]1[CH:7]=[CH:6][C:4]([NH2:5])=[CH:3][C:2]=1[C:13]1[CH:18]=[CH:17][CH:16]=[CH:15][CH:14]=1)#[N:10]. The yield is 0.960. (6) The reactants are [Cl:1][C:2]1[CH:7]=[CH:6][C:5](B(O)O)=[CH:4][C:3]=1[CH3:11].I[C:13]1[C:18]([O:19][CH3:20])=[CH:17][C:16]([C:21]2[C:30]3[C:25](=[CH:26][C:27]([S:31]([NH:34][C:35]4[CH:39]=[CH:38][O:37][N:36]=4)(=[O:33])=[O:32])=[CH:28][CH:29]=3)[N:24]=[CH:23][N:22]=2)=[C:15]([CH3:40])[CH:14]=1.P([O-])([O-])([O-])=O.[K+].[K+].[K+]. The catalyst is CC(P(C(C)(C)C)C1C=CC(N(C)C)=CC=1)(C)C.CC(P(C(C)(C)C)C1C=CC(N(C)C)=CC=1)(C)C.Cl[Pd]Cl.O1CCOCC1. The product is [Cl:1][C:2]1[CH:7]=[CH:6][C:5]([C:13]2[CH:14]=[C:15]([CH3:40])[C:16]([C:21]3[C:30]4[C:25](=[CH:26][C:27]([S:31]([NH:34][C:35]5[CH:39]=[CH:38][O:37][N:36]=5)(=[O:32])=[O:33])=[CH:28][CH:29]=4)[N:24]=[CH:23][N:22]=3)=[CH:17][C:18]=2[O:19][CH3:20])=[CH:4][C:3]=1[CH3:11]. The yield is 0.457. (7) The product is [CH3:39][C:9]1[CH:8]=[C:7]([C:40]2[CH:45]=[CH:44][CH:43]=[CH:42][CH:41]=2)[CH:6]=[C:5]([CH3:4])[C:10]=1[NH:11][C:12]([NH:14][C:15]1[C:16]([C:25]([NH:27][C:28]2([C:35]([OH:37])=[O:36])[CH2:29][CH2:30][CH2:31][CH2:32][CH2:33][CH2:34]2)=[O:26])=[CH:17][C:18]2[C:23]([CH:24]=1)=[CH:22][CH:21]=[CH:20][CH:19]=2)=[O:13]. The yield is 0.0800. The catalyst is O1CCOCC1. The reactants are O.[OH-].[Li+].[CH3:4][C:5]1[CH:6]=[C:7]([C:40]2[CH:45]=[CH:44][CH:43]=[CH:42][CH:41]=2)[CH:8]=[C:9]([CH3:39])[C:10]=1[NH:11][C:12]([NH:14][C:15]1[C:16]([C:25]([NH:27][C:28]2([C:35]([O:37]C)=[O:36])[CH2:34][CH2:33][CH2:32][CH2:31][CH2:30][CH2:29]2)=[O:26])=[CH:17][C:18]2[C:23]([CH:24]=1)=[CH:22][CH:21]=[CH:20][CH:19]=2)=[O:13].O.Cl.